From a dataset of Catalyst prediction with 721,799 reactions and 888 catalyst types from USPTO. Predict which catalyst facilitates the given reaction. (1) Reactant: C(N(CC)CC)C.[CH:8]1([C:11]([OH:13])=O)[CH2:10][CH2:9]1.[CH:14]1([CH2:20][NH:21][CH2:22][C@H:23]2[N:27]([C:28]3[CH:33]=[CH:32][C:31]([O:34][CH2:35][CH2:36][CH2:37][N:38]4[CH2:42][CH2:41][CH2:40][CH:39]4[CH3:43])=[CH:30][CH:29]=3)[C:26](=[O:44])[CH2:25][CH2:24]2)[CH2:19][CH2:18][CH2:17][CH2:16][CH2:15]1.ON1C2C=CC=CC=2N=N1.Cl.CN(C)CCCN=C=NCC. Product: [CH:14]1([CH2:20][N:21]([CH2:22][C@@H:23]2[CH2:24][CH2:25][C:26](=[O:44])[N:27]2[C:28]2[CH:33]=[CH:32][C:31]([O:34][CH2:35][CH2:36][CH2:37][N:38]3[CH2:42][CH2:41][CH2:40][CH:39]3[CH3:43])=[CH:30][CH:29]=2)[C:11]([CH:8]2[CH2:10][CH2:9]2)=[O:13])[CH2:19][CH2:18][CH2:17][CH2:16][CH2:15]1. The catalyst class is: 4. (2) Reactant: [CH2:1]([O:3][C:4](=[O:28])[CH2:5][NH:6][C:7]1[CH:12]=[C:11]([Cl:13])[C:10]([O:14][C:15]2[CH:20]=[CH:19][C:18]([O:21][CH3:22])=[C:17]([CH:23]([CH2:25][CH3:26])[CH3:24])[CH:16]=2)=[C:9]([Cl:27])[CH:8]=1)[CH3:2].Br[CH2:30][C:31]([O:33][CH2:34][CH3:35])=[O:32].C(N(C(C)C)CC)(C)C. Product: [CH2:1]([O:3][C:4](=[O:28])[CH2:5][N:6]([C:7]1[CH:12]=[C:11]([Cl:13])[C:10]([O:14][C:15]2[CH:20]=[CH:19][C:18]([O:21][CH3:22])=[C:17]([CH:23]([CH2:25][CH3:26])[CH3:24])[CH:16]=2)=[C:9]([Cl:27])[CH:8]=1)[CH2:30][C:31]([O:33][CH2:34][CH3:35])=[O:32])[CH3:2]. The catalyst class is: 39. (3) Reactant: [CH3:1][O:2][C:3]1[CH:4]=[N:5][C:6]([N:9]2[CH2:14][CH2:13][CH:12]([C@H:15]3[CH2:17][C@H:16]3[CH2:18][CH2:19][OH:20])[CH2:11][CH2:10]2)=[N:7][CH:8]=1.[Br:21][C:22]1[C:27]([F:28])=[CH:26][C:25](O)=[CH:24][C:23]=1[F:30].C1(P(C2C=CC=CC=2)C2C=CC=CC=2)C=CC=CC=1.N(C(OC(C)C)=O)=NC(OC(C)C)=O. Product: [Br:21][C:22]1[C:27]([F:28])=[CH:26][C:25]([O:20][CH2:19][CH2:18][C@@H:16]2[CH2:17][C@@H:15]2[CH:12]2[CH2:13][CH2:14][N:9]([C:6]3[N:7]=[CH:8][C:3]([O:2][CH3:1])=[CH:4][N:5]=3)[CH2:10][CH2:11]2)=[CH:24][C:23]=1[F:30]. The catalyst class is: 4. (4) Reactant: [C:1]([C:3]1[CH:29]=[CH:28][C:6]([O:7][CH:8]([C:23]([CH3:27])([CH3:26])[CH2:24][OH:25])[C:9]([NH:11][CH2:12][C:13]2[CH:18]=[CH:17][C:16]([O:19][CH3:20])=[CH:15][C:14]=2[O:21][CH3:22])=[O:10])=[CH:5][C:4]=1[C:30]([F:33])([F:32])[F:31])#[N:2].[CH3:34][S:35](Cl)(=[O:37])=[O:36]. Product: [C:1]([C:3]1[CH:29]=[CH:28][C:6]([O:7][CH:8]([C:9](=[O:10])[NH:11][CH2:12][C:13]2[CH:18]=[CH:17][C:16]([O:19][CH3:20])=[CH:15][C:14]=2[O:21][CH3:22])[C:23]([CH3:27])([CH3:26])[CH2:24][O:25][S:35]([CH3:34])(=[O:37])=[O:36])=[CH:5][C:4]=1[C:30]([F:32])([F:31])[F:33])#[N:2]. The catalyst class is: 17. (5) Reactant: CO[C:3]([C:5]1[N:6]=[CH:7][C:8]2[N:9]([CH:20]=[N:21][CH:22]=2)[C:10]=1[NH:11][C:12]1[CH:17]=[CH:16][C:15]([I:18])=[CH:14][C:13]=1[F:19])=[O:4].Cl.[CH2:24]([O:26][NH2:27])[CH3:25].C[Si](C)(C)[N-][Si](C)(C)C.[Li+]. Product: [CH2:24]([O:26][NH:27][C:3]([C:5]1[N:6]=[CH:7][C:8]2[N:9]([CH:20]=[N:21][CH:22]=2)[C:10]=1[NH:11][C:12]1[CH:17]=[CH:16][C:15]([I:18])=[CH:14][C:13]=1[F:19])=[O:4])[CH3:25]. The catalyst class is: 1. (6) Reactant: [Br:1][C:2]1[CH:8]=[CH:7][C:5]([NH2:6])=[C:4]([CH3:9])[CH:3]=1.[C:10](Cl)(=[O:17])[C:11]1[CH:16]=[CH:15][CH:14]=[CH:13][CH:12]=1. Product: [Br:1][C:2]1[CH:8]=[CH:7][C:5]([NH:6][C:10](=[O:17])[C:11]2[CH:16]=[CH:15][CH:14]=[CH:13][CH:12]=2)=[C:4]([CH3:9])[CH:3]=1. The catalyst class is: 17. (7) Reactant: C(OC(=O)[NH:7][C@H:8]([C:10]1[N:15]=[CH:14][C:13]([F:16])=[CH:12][N:11]=1)[CH3:9])(C)(C)C.[ClH:18]. Product: [ClH:18].[F:16][C:13]1[CH:12]=[N:11][C:10]([C@@H:8]([NH2:7])[CH3:9])=[N:15][CH:14]=1. The catalyst class is: 135.